Predict the product of the given reaction. From a dataset of Forward reaction prediction with 1.9M reactions from USPTO patents (1976-2016). (1) Given the reactants [Cl:1][C:2]1[CH:7]=[CH:6][C:5]([O:8][C:9]2[CH:14]=[CH:13][C:12]([CH2:15][CH2:16][N+:17]([O-])=O)=[CH:11][CH:10]=2)=[CH:4][C:3]=1[C:20]([F:23])([F:22])[F:21].C([O-])=O.[NH4+], predict the reaction product. The product is: [Cl:1][C:2]1[CH:7]=[CH:6][C:5]([O:8][C:9]2[CH:14]=[CH:13][C:12]([CH2:15][CH2:16][NH2:17])=[CH:11][CH:10]=2)=[CH:4][C:3]=1[C:20]([F:21])([F:22])[F:23]. (2) Given the reactants C(OC([N:8]1[CH2:13][CH2:12][CH:11]([N:14]2[CH:18]=[C:17]([C:19]3[CH:20]=[N:21][C:22]([NH2:36])=[C:23]([C:25]4[N:26]=[CH:27][C:28]5[C:33]([CH:34]=4)=[CH:32][CH:31]=[CH:30][C:29]=5[CH3:35])[CH:24]=3)[CH:16]=[N:15]2)[CH2:10][CH2:9]1)=O)(C)(C)C.C(Cl)[Cl:38].[ClH:40].CCOCC, predict the reaction product. The product is: [ClH:38].[ClH:40].[ClH:38].[CH3:35][C:29]1[CH:30]=[CH:31][CH:32]=[C:33]2[C:28]=1[CH:27]=[N:26][C:25]([C:23]1[C:22]([NH2:36])=[N:21][CH:20]=[C:19]([C:17]3[CH:16]=[N:15][N:14]([CH:11]4[CH2:12][CH2:13][NH:8][CH2:9][CH2:10]4)[CH:18]=3)[CH:24]=1)=[CH:34]2. (3) Given the reactants [C:1]([C:3]1[CH:8]=[CH:7][C:6]([CH2:9][CH2:10][C:11]([O:13][CH3:14])=[O:12])=[CH:5][CH:4]=1)#[CH:2].I[C:16]1[CH:21]=[CH:20][CH:19]=[CH:18][C:17]=1[CH2:22][C:23]#[N:24], predict the reaction product. The product is: [C:23]([CH2:22][C:17]1[CH:18]=[CH:19][CH:20]=[CH:21][C:16]=1[C:2]#[C:1][C:3]1[CH:8]=[CH:7][C:6]([CH2:9][CH2:10][C:11]([O:13][CH3:14])=[O:12])=[CH:5][CH:4]=1)#[N:24]. (4) Given the reactants [OH:1][C:2]1[CH:9]=[CH:8][C:5]([CH:6]=[O:7])=[CH:4][C:3]=1[N+:10]([O-:12])=[O:11].C(=O)([O-])[O-].[K+].[K+].I[CH2:20][CH3:21].CN(C)C=O, predict the reaction product. The product is: [CH2:20]([O:1][C:2]1[CH:9]=[CH:8][C:5]([CH:6]=[O:7])=[CH:4][C:3]=1[N+:10]([O-:12])=[O:11])[CH3:21].